Dataset: Reaction yield outcomes from USPTO patents with 853,638 reactions. Task: Predict the reaction yield, written as a fraction of the theoretical maximum amount of product (1.0 means a 100% yield; for example, 0.34 means a 34% yield). The reactants are [CH3:1][C:2]1([CH3:12])[O:6][C:5](=[CH:7][C:8]([OH:10])=O)[C:4](=[O:11])[O:3]1.C(Cl)(=O)C(Cl)=O.[Cl:19][C:20]1[CH:21]=[C:22]([CH:27]=[CH:28][C:29]=1[Cl:30])[CH2:23][NH:24][O:25][CH3:26]. The catalyst is C1C=CC=CC=1.ClCCl.N1C=CC=CC=1.Cl. The product is [Cl:19][C:20]1[CH:21]=[C:22]([CH:27]=[CH:28][C:29]=1[Cl:30])[CH2:23][N:24]([O:25][CH3:26])[C:8](=[O:10])[CH:7]=[C:5]1[C:4](=[O:11])[O:3][C:2]([CH3:1])([CH3:12])[O:6]1. The yield is 0.830.